This data is from CYP2C19 inhibition data for predicting drug metabolism from PubChem BioAssay. The task is: Regression/Classification. Given a drug SMILES string, predict its absorption, distribution, metabolism, or excretion properties. Task type varies by dataset: regression for continuous measurements (e.g., permeability, clearance, half-life) or binary classification for categorical outcomes (e.g., BBB penetration, CYP inhibition). Dataset: cyp2c19_veith. (1) The molecule is Cc1cnc(CNc2nc(-c3ccc(C(=O)N(C)C)cc3)nc3ccccc23)cn1. The result is 0 (non-inhibitor). (2) The molecule is O=C(CCCC(=O)OCC(=O)c1ccc(Cl)cc1Cl)Nc1cc(C(F)(F)F)ccc1Cl. The result is 1 (inhibitor).